From a dataset of Forward reaction prediction with 1.9M reactions from USPTO patents (1976-2016). Predict the product of the given reaction. Given the reactants C([O:3][C:4]([C:6]1[C:11]([NH:12][C:13]2[CH:18]=[CH:17][C:16]([I:19])=[CH:15][C:14]=2[F:20])=[CH:10][C:9](=[O:21])[N:8]([CH3:22])[CH:7]=1)=[O:5])C.[OH-].[Na+], predict the reaction product. The product is: [F:20][C:14]1[CH:15]=[C:16]([I:19])[CH:17]=[CH:18][C:13]=1[NH:12][C:11]1[C:6]([C:4]([OH:5])=[O:3])=[CH:7][N:8]([CH3:22])[C:9](=[O:21])[CH:10]=1.